From a dataset of Reaction yield outcomes from USPTO patents with 853,638 reactions. Predict the reaction yield, written as a fraction of the theoretical maximum amount of product (1.0 means a 100% yield; for example, 0.34 means a 34% yield). (1) The reactants are [F:1][CH:2]([F:35])[C:3]1[CH:8]=[CH:7][CH:6]=[CH:5][C:4]=1[C:9]1[S:13][C:12]2[CH:14]=[C:15]([OH:18])[CH:16]=[CH:17][C:11]=2[C:10]=1[O:19][C:20]1[CH:25]=[CH:24][C:23](/[CH:26]=[CH:27]/[C:28]([O:30]C(C)(C)C)=[O:29])=[CH:22][CH:21]=1.Cl. The product is [F:35][CH:2]([F:1])[C:3]1[CH:8]=[CH:7][CH:6]=[CH:5][C:4]=1[C:9]1[S:13][C:12]2[CH:14]=[C:15]([OH:18])[CH:16]=[CH:17][C:11]=2[C:10]=1[O:19][C:20]1[CH:25]=[CH:24][C:23](/[CH:26]=[CH:27]/[C:28]([OH:30])=[O:29])=[CH:22][CH:21]=1. The catalyst is O1CCOCC1. The yield is 0.190. (2) The reactants are [CH2:1]([C@@H:5]1[NH:10][CH2:9][C@H:8]([CH2:11][CH:12]([CH3:14])[CH3:13])[NH:7][C:6]1=[O:15])[CH:2]([CH3:4])[CH3:3].[S:16]1[C:28]2[C:27]3[CH:26]=[CH:25][CH:24]=[CH:23][C:22]=3[O:21][CH2:20][C:19]=2[CH:18]=[C:17]1[C:29](O)=[O:30].C([C@@H]1N(C([C@@H]2C[C@H]2C2C=CC=CC=2)=O)C[C@H](CC(C)C)NC1=O)C(C)C. No catalyst specified. The product is [CH2:1]([C@@H:5]1[N:10]([C:29]([C:17]2[S:16][C:28]3[C:27]4[CH:26]=[CH:25][CH:24]=[CH:23][C:22]=4[O:21][CH2:20][C:19]=3[CH:18]=2)=[O:30])[CH2:9][C@H:8]([CH2:11][CH:12]([CH3:14])[CH3:13])[NH:7][C:6]1=[O:15])[CH:2]([CH3:4])[CH3:3]. The yield is 0.507. (3) The reactants are [CH3:1][O:2][C@H:3]1[CH2:8][CH2:7][C@H:6]([CH2:9][N:10]2[C:15](=[O:16])[CH2:14][NH:13][C:12]3[N:17]=[CH:18][C:19]([C:21]4[C:22]([CH3:29])=[CH:23][C:24]([C:27]#[N:28])=[N:25][CH:26]=4)=[N:20][C:11]2=3)[CH2:5][CH2:4]1.CO[C@H]1CC[C@H](C[N:39]2[C:44]3=[N:45]C([Sn](C)(C)C)=CN=C3NCC2=O)CC1.BrC1C(C)=CC(C#N)=NC=1.C(N(CC)CC)C.CC1C(P(C2C(C)=CC=CC=2)C2C(C)=CC=CC=2)=CC=CC=1. The catalyst is C1C=CC(/C=C/C(/C=C/C2C=CC=CC=2)=O)=CC=1.C1C=CC(/C=C/C(/C=C/C2C=CC=CC=2)=O)=CC=1.C1C=CC(/C=C/C(/C=C/C2C=CC=CC=2)=O)=CC=1.[Pd].[Pd].CN(C)C=O. The product is [CH3:1][O:2][C@H:3]1[CH2:8][CH2:7][C@H:6]([CH2:9][N:10]2[C:11]3=[N:20][C:19]([C:21]4[CH:26]=[N:25][C:24]([C:27]5[N:45]=[CH:44][NH:39][N:28]=5)=[CH:23][C:22]=4[CH3:29])=[CH:18][N:17]=[C:12]3[NH:13][CH2:14][C:15]2=[O:16])[CH2:5][CH2:4]1. The yield is 0.940.